From a dataset of Reaction yield outcomes from USPTO patents with 853,638 reactions. Predict the reaction yield, written as a fraction of the theoretical maximum amount of product (1.0 means a 100% yield; for example, 0.34 means a 34% yield). (1) The reactants are Br[C:2]1[CH:11]=[C:10]2[C:5]([C:6]([CH3:15])([CH3:14])[CH2:7][C:8](=[O:13])[N:9]2[CH3:12])=[CH:4][C:3]=1[CH3:16].[C:17](=[O:20])([O-])[O-].[K+].[K+]. The catalyst is C1(C)C=CC=CC=1.C(O)C.O.C(OCC)(=O)C.C1C=CC([P]([Pd]([P](C2C=CC=CC=2)(C2C=CC=CC=2)C2C=CC=CC=2)([P](C2C=CC=CC=2)(C2C=CC=CC=2)C2C=CC=CC=2)[P](C2C=CC=CC=2)(C2C=CC=CC=2)C2C=CC=CC=2)(C2C=CC=CC=2)C2C=CC=CC=2)=CC=1. The product is [CH3:8][N:9]([CH3:12])[C:10]1[CH:11]=[CH:2][C:3]([CH:17]=[O:20])=[CH:4][C:5]=1[C:2]1[CH:11]=[C:10]2[C:5]([C:6]([CH3:15])([CH3:14])[CH2:7][C:8](=[O:13])[N:9]2[CH3:12])=[CH:4][C:3]=1[CH3:16]. The yield is 0.840. (2) The reactants are [C:1]([C:5]1[C:13]2[C:8](=[CH:9][CH:10]=[C:11]([N+:14]([O-])=O)[CH:12]=2)[NH:7][CH:6]=1)([CH3:4])([CH3:3])[CH3:2]. The catalyst is CO.[Ni]. The product is [C:1]([C:5]1[C:13]2[C:8](=[CH:9][CH:10]=[C:11]([NH2:14])[CH:12]=2)[NH:7][CH:6]=1)([CH3:4])([CH3:2])[CH3:3]. The yield is 0.190.